The task is: Predict which catalyst facilitates the given reaction.. This data is from Catalyst prediction with 721,799 reactions and 888 catalyst types from USPTO. Reactant: [CH3:1][C:2]1[C:3]([N+:13]([O-])=O)=[C:4]2[C:9](=[CH:10][CH:11]=1)[C:8](=[O:12])[NH:7][N:6]=[CH:5]2. Product: [NH2:13][C:3]1[C:2]([CH3:1])=[CH:11][CH:10]=[C:9]2[C:4]=1[CH:5]=[N:6][NH:7][C:8]2=[O:12]. The catalyst class is: 50.